This data is from Full USPTO retrosynthesis dataset with 1.9M reactions from patents (1976-2016). The task is: Predict the reactants needed to synthesize the given product. Given the product [CH3:29][O:30][C:31]1[CH:38]=[CH:37][C:34]([CH2:35][O:26][C:21]2[C:22]([CH3:25])=[C:23]([CH3:24])[C:4]3[O:3][C:2]([CH3:28])([CH3:1])[CH:6]([C:7]4[CH:8]=[CH:9][C:10]([N:13]5[CH2:18][CH2:17][N:16]([CH3:19])[CH2:15][CH2:14]5)=[CH:11][CH:12]=4)[C:5]=3[C:20]=2[CH3:27])=[CH:33][CH:32]=1, predict the reactants needed to synthesize it. The reactants are: [CH3:1][C:2]1([CH3:28])[CH:6]([C:7]2[CH:12]=[CH:11][C:10]([N:13]3[CH2:18][CH2:17][N:16]([CH3:19])[CH2:15][CH2:14]3)=[CH:9][CH:8]=2)[C:5]2[C:20]([CH3:27])=[C:21]([OH:26])[C:22]([CH3:25])=[C:23]([CH3:24])[C:4]=2[O:3]1.[CH3:29][O:30][C:31]1[CH:38]=[CH:37][C:34]([CH2:35]Cl)=[CH:33][CH:32]=1.